From a dataset of Catalyst prediction with 721,799 reactions and 888 catalyst types from USPTO. Predict which catalyst facilitates the given reaction. (1) Reactant: Br[C:2]1[CH:17]=[CH:16][C:5]([C:6]([NH:8][CH2:9][C:10]2[CH:15]=[CH:14][CH:13]=[CH:12][N:11]=2)=[O:7])=[C:4]([CH3:18])[CH:3]=1.[CH:19]([O-])=[O:20].[Na+].[C]=O. Product: [CH:19]([C:2]1[CH:17]=[CH:16][C:5]([C:6]([NH:8][CH2:9][C:10]2[CH:15]=[CH:14][CH:13]=[CH:12][N:11]=2)=[O:7])=[C:4]([CH3:18])[CH:3]=1)=[O:20]. The catalyst class is: 35. (2) Reactant: [CH2:1]([O:3][C:4]1[CH:5]=[C:6]([C:12]([C:16]2[CH:21]=[CH:20][CH:19]=[CH:18][CH:17]=2)=[CH:13][C:14]#[N:15])[CH:7]=[CH:8][C:9]=1[O:10][CH3:11])[CH3:2].[H][H]. Product: [CH2:1]([O:3][C:4]1[CH:5]=[C:6]([CH:12]([C:16]2[CH:17]=[CH:18][CH:19]=[CH:20][CH:21]=2)[CH2:13][C:14]#[N:15])[CH:7]=[CH:8][C:9]=1[O:10][CH3:11])[CH3:2]. The catalyst class is: 696. (3) Reactant: [CH3:1][O:2][C:3](=[O:26])[C:4]1[CH:9]=[C:8]([O:10][CH:11]2[CH2:15][CH2:14][N:13]([CH3:16])[C:12]2=[O:17])[CH:7]=[C:6]([O:18]CC2C=CC=CC=2)[CH:5]=1. Product: [OH:18][C:6]1[CH:5]=[C:4]([CH:9]=[C:8]([O:10][CH:11]2[CH2:15][CH2:14][N:13]([CH3:16])[C:12]2=[O:17])[CH:7]=1)[C:3]([O:2][CH3:1])=[O:26]. The catalyst class is: 358. (4) Reactant: Cl[C:2]1[CH:7]=[CH:6][C:5]([Cl:8])=[CH:4][N:3]=1.[CH3:9][S:10]([C:13]1[CH:18]=[CH:17][C:16]([OH:19])=[CH:15][CH:14]=1)(=[O:12])=[O:11].C([O-])([O-])=O.[Cs+].[Cs+]. Product: [Cl:8][C:5]1[CH:6]=[CH:7][C:2]([O:19][C:16]2[CH:15]=[CH:14][C:13]([S:10]([CH3:9])(=[O:12])=[O:11])=[CH:18][CH:17]=2)=[N:3][CH:4]=1. The catalyst class is: 37. (5) Reactant: C([Mg]Cl)(C)C.Br[C:7]1[CH:8]=[CH:9][C:10]([Cl:13])=[N:11][CH:12]=1.Br[C:15]1[CH:20]=[CH:19][CH:18]=[CH:17][N:16]=1. Product: [Cl:13][C:10]1[N:11]=[CH:12][C:7]([C:15]2[CH:20]=[CH:19][CH:18]=[CH:17][N:16]=2)=[CH:8][CH:9]=1. The catalyst class is: 7. (6) Reactant: [OH-].[Na+].C[O:4][C:5](=[O:40])[CH2:6][C:7]1[CH:12]=[CH:11][C:10]([C:13]2[CH:18]=[CH:17][C:16]([C:19]([CH2:37][CH3:38])([C:22]3[CH:27]=[CH:26][C:25]([CH2:28][CH2:29][C:30]4([OH:35])[CH2:34][CH2:33][CH2:32][CH2:31]4)=[C:24]([CH3:36])[CH:23]=3)[CH2:20][CH3:21])=[CH:15][C:14]=2[CH3:39])=[CH:9][CH:8]=1.[Cl-].[NH4+]. Product: [CH2:20]([C:19]([C:16]1[CH:17]=[CH:18][C:13]([C:10]2[CH:9]=[CH:8][C:7]([CH2:6][C:5]([OH:40])=[O:4])=[CH:12][CH:11]=2)=[C:14]([CH3:39])[CH:15]=1)([C:22]1[CH:27]=[CH:26][C:25]([CH2:28][CH2:29][C:30]2([OH:35])[CH2:34][CH2:33][CH2:32][CH2:31]2)=[C:24]([CH3:36])[CH:23]=1)[CH2:37][CH3:38])[CH3:21]. The catalyst class is: 111. (7) Reactant: N(/C(OC(C)C)=O)=N\C(OC(C)C)=O.C1(P(C2C=CC=CC=2)C2C=CC=CC=2)C=CC=CC=1.[OH:34][CH2:35][C:36]1[CH:37]=[C:38]([CH2:42][N:43]2[CH2:48][CH2:47][N:46]([C:49]3[C:54]([C:55]([O:57][CH:58]([CH3:60])[CH3:59])=[O:56])=[CH:53][CH:52]=[CH:51][N:50]=3)[CH2:45][CH2:44]2)[CH:39]=[CH:40][CH:41]=1.[CH2:61]([O:63][C:64]1[CH:69]=[CH:68][C:67](O)=[CH:66][CH:65]=1)[CH3:62]. Product: [CH2:61]([O:63][C:64]1[CH:69]=[CH:68][C:67]([O:34][CH2:35][C:36]2[CH:37]=[C:38]([CH2:42][N:43]3[CH2:44][CH2:45][N:46]([C:49]4[C:54]([C:55]([O:57][CH:58]([CH3:60])[CH3:59])=[O:56])=[CH:53][CH:52]=[CH:51][N:50]=4)[CH2:47][CH2:48]3)[CH:39]=[CH:40][CH:41]=2)=[CH:66][CH:65]=1)[CH3:62]. The catalyst class is: 774.